From a dataset of Acute oral toxicity (LD50) regression data from Zhu et al.. Regression/Classification. Given a drug SMILES string, predict its toxicity properties. Task type varies by dataset: regression for continuous values (e.g., LD50, hERG inhibition percentage) or binary classification for toxic/non-toxic outcomes (e.g., AMES mutagenicity, cardiotoxicity, hepatotoxicity). Dataset: ld50_zhu. The compound is Cc1nn(-c2ccccc2)c(=O)c2noc(C)c12. The rat oral LD50 is 2.38, given as -log10 of the dose in mol/kg body weight (higher means more acutely toxic).